Dataset: NCI-60 drug combinations with 297,098 pairs across 59 cell lines. Task: Regression. Given two drug SMILES strings and cell line genomic features, predict the synergy score measuring deviation from expected non-interaction effect. (1) Drug 1: C1=C(C(=O)NC(=O)N1)N(CCCl)CCCl. Drug 2: C1=NC2=C(N1)C(=S)N=C(N2)N. Cell line: HT29. Synergy scores: CSS=55.6, Synergy_ZIP=1.49, Synergy_Bliss=2.47, Synergy_Loewe=-9.43, Synergy_HSA=6.35. (2) Drug 1: CNC(=O)C1=CC=CC=C1SC2=CC3=C(C=C2)C(=NN3)C=CC4=CC=CC=N4. Drug 2: C1=CC(=CC=C1CCCC(=O)O)N(CCCl)CCCl. Cell line: RXF 393. Synergy scores: CSS=24.8, Synergy_ZIP=13.1, Synergy_Bliss=14.5, Synergy_Loewe=13.8, Synergy_HSA=14.8. (3) Drug 1: CC(C)(C#N)C1=CC(=CC(=C1)CN2C=NC=N2)C(C)(C)C#N. Drug 2: CC1CCC2CC(C(=CC=CC=CC(CC(C(=O)C(C(C(=CC(C(=O)CC(OC(=O)C3CCCCN3C(=O)C(=O)C1(O2)O)C(C)CC4CCC(C(C4)OC)O)C)C)O)OC)C)C)C)OC. Cell line: MALME-3M. Synergy scores: CSS=-6.62, Synergy_ZIP=6.26, Synergy_Bliss=2.63, Synergy_Loewe=-12.9, Synergy_HSA=-11.2.